Dataset: Forward reaction prediction with 1.9M reactions from USPTO patents (1976-2016). Task: Predict the product of the given reaction. (1) Given the reactants [O-]CC.[Na+].[CH2:5]([N:12]1[CH:16]=[C:15]([CH:17]=O)[N:14]=[C:13]1[CH3:19])[C:6]1[CH:11]=[CH:10][CH:9]=[CH:8][CH:7]=1.[N:20]([CH2:23][C:24]([O:26][CH2:27][CH3:28])=[O:25])=[N+]=[N-].[Cl-].[NH4+], predict the reaction product. The product is: [CH2:5]([N:12]1[C:16]2[NH:20][C:23]([C:24]([O:26][CH2:27][CH3:28])=[O:25])=[CH:17][C:15]=2[N:14]=[C:13]1[CH3:19])[C:6]1[CH:11]=[CH:10][CH:9]=[CH:8][CH:7]=1. (2) Given the reactants C(N(CC)CC)C.Cl[C:9]([O:11][CH2:12][C:13]1[CH:18]=[CH:17][CH:16]=[CH:15][CH:14]=1)=[O:10].[OH:19][C@@H:20]1[C:32]2[C:24](=[CH:25][C:26]3[O:30][CH2:29][O:28][C:27]=3[CH:31]=2)[C@@H:23]([C:33]2[CH:38]=[C:37]([O:39][CH3:40])[C:36]([OH:41])=[C:35]([O:42][CH3:43])[CH:34]=2)[C@@H:22]2[C:44](=[O:47])[O:45][CH2:46][C@@H:21]12, predict the reaction product. The product is: [C:9](=[O:10])([O:11][CH2:12][C:13]1[CH:18]=[CH:17][CH:16]=[CH:15][CH:14]=1)[O:41][C:36]1[C:35]([O:42][CH3:43])=[CH:34][C:33]([C@H:23]2[C@@H:22]3[C:44](=[O:47])[O:45][CH2:46][C@H:21]3[C@H:20]([OH:19])[C:32]3[C:24]2=[CH:25][C:26]2[O:30][CH2:29][O:28][C:27]=2[CH:31]=3)=[CH:38][C:37]=1[O:39][CH3:40]. (3) Given the reactants I[C:2]1[CH:7]=[CH:6][C:5](/[CH:8]=[CH:9]/[CH2:10][N:11]2[CH2:16][CH2:15][C:14]([CH3:18])([OH:17])[CH2:13][CH2:12]2)=[CH:4][CH:3]=1.[Cl:19][C:20]1[CH:25]=[CH:24][C:23]([C:26]2[CH:27]=[C:28]([F:34])[C:29]([C:32]#[CH:33])=[N:30][CH:31]=2)=[CH:22][CH:21]=1, predict the reaction product. The product is: [Cl:19][C:20]1[CH:25]=[CH:24][C:23]([C:26]2[CH:27]=[C:28]([F:34])[C:29]([C:32]#[C:33][C:2]3[CH:7]=[CH:6][C:5](/[CH:8]=[CH:9]/[CH2:10][N:11]4[CH2:16][CH2:15][C:14]([CH3:18])([OH:17])[CH2:13][CH2:12]4)=[CH:4][CH:3]=3)=[N:30][CH:31]=2)=[CH:22][CH:21]=1. (4) Given the reactants [Br:1][C:2]1[CH:3]=[C:4]([NH:10][C:11]2[CH:15]=[C:14]([CH3:16])[NH:13][N:12]=2)[C:5](=[O:9])[N:6]([CH3:8])[CH:7]=1.[H-].[Na+].Br[CH2:20][CH2:21][O:22][Si:23]([C:26]([CH3:29])([CH3:28])[CH3:27])([CH3:25])[CH3:24].O, predict the reaction product. The product is: [Br:1][C:2]1[CH:3]=[C:4]([NH:10][C:11]2[CH:15]=[C:14]([CH3:16])[N:13]([CH2:20][CH2:21][O:22][Si:23]([C:26]([CH3:29])([CH3:28])[CH3:27])([CH3:25])[CH3:24])[N:12]=2)[C:5](=[O:9])[N:6]([CH3:8])[CH:7]=1. (5) Given the reactants O1CCCCC1[O:7][CH2:8][CH2:9][CH2:10][CH2:11][O:12][C:13]1[CH:14]=[CH:15][C:16]2[CH2:22][CH2:21][CH2:20][C:19](=[O:23])[NH:18][C:17]=2[N:24]=1.Cl.C([O-])(O)=O.[Na+], predict the reaction product. The product is: [OH:7][CH2:8][CH2:9][CH2:10][CH2:11][O:12][C:13]1[CH:14]=[CH:15][C:16]2[CH2:22][CH2:21][CH2:20][C:19](=[O:23])[NH:18][C:17]=2[N:24]=1.